This data is from Peptide-MHC class I binding affinity with 185,985 pairs from IEDB/IMGT. The task is: Regression. Given a peptide amino acid sequence and an MHC pseudo amino acid sequence, predict their binding affinity value. This is MHC class I binding data. (1) The peptide sequence is YVLDHLIVV. The MHC is HLA-B40:01 with pseudo-sequence HLA-B40:01. The binding affinity (normalized) is 0. (2) The peptide sequence is RVFNNYMPY. The MHC is BoLA-D18.4 with pseudo-sequence BoLA-D18.4. The binding affinity (normalized) is 0.480. (3) The peptide sequence is LRYFIMAYV. The MHC is HLA-A02:01 with pseudo-sequence HLA-A02:01. The binding affinity (normalized) is 0.126. (4) The peptide sequence is MPVETLFGSY. The MHC is HLA-B07:02 with pseudo-sequence HLA-B07:02. The binding affinity (normalized) is 0.0119. (5) The binding affinity (normalized) is 0.272. The peptide sequence is RLPKRSVML. The MHC is HLA-A02:01 with pseudo-sequence HLA-A02:01. (6) The peptide sequence is AASIILEFFL. The MHC is HLA-B58:01 with pseudo-sequence HLA-B58:01. The binding affinity (normalized) is 0.454.